From a dataset of Reaction yield outcomes from USPTO patents with 853,638 reactions. Predict the reaction yield, written as a fraction of the theoretical maximum amount of product (1.0 means a 100% yield; for example, 0.34 means a 34% yield). (1) The reactants are [NH2:1][C:2]1[CH:7]=[CH:6][C:5]([N:8]2[C:12]([NH:13][C:14]([NH:16][C:17]3[CH:22]=[CH:21][C:20]([O:23][C:24]4[CH:29]=[CH:28][N:27]=[CH:26][CH:25]=4)=[CH:19][CH:18]=3)=[O:15])=[CH:11][C:10]([C:30]([CH3:33])([CH3:32])[CH3:31])=[N:9]2)=[CH:4][CH:3]=1.[CH3:34][C:35]1([CH3:42])[CH2:40][C:39](=[O:41])[O:38][C:36]1=[O:37]. The catalyst is C1COCC1.CCOCC. The product is [C:30]([C:10]1[CH:11]=[C:12]([NH:13][C:14]([NH:16][C:17]2[CH:22]=[CH:21][C:20]([O:23][C:24]3[CH:25]=[CH:26][N:27]=[CH:28][CH:29]=3)=[CH:19][CH:18]=2)=[O:15])[N:8]([C:5]2[CH:6]=[CH:7][C:2]([NH:1][C:39](=[O:41])[CH2:40][C:35]([CH3:42])([CH3:34])[C:36]([OH:38])=[O:37])=[CH:3][CH:4]=2)[N:9]=1)([CH3:33])([CH3:32])[CH3:31]. The yield is 0.850. (2) The reactants are C[Si]([C:5]#[C:6][C:7]1[CH:8]=[CH:9][C:10]([NH2:13])=[N:11][CH:12]=1)(C)C.C([O-])([O-])=O.[K+].[K+]. The catalyst is C1COCC1.CO. The product is [C:6]([C:7]1[CH:8]=[CH:9][C:10]([NH2:13])=[N:11][CH:12]=1)#[CH:5]. The yield is 0.730. (3) The reactants are FC(F)(F)C([NH:5][CH:6]1[CH2:14][C:13]2[C:8](=[CH:9][CH:10]=[C:11]([NH:15][C:16]3[N:21]=[C:20]([C:22]4[C:23]([C:31]5[CH:36]=[CH:35][CH:34]=[C:33]([NH:37][C:38](=[O:45])[CH2:39][C:40]6[S:41][CH:42]=[CH:43][CH:44]=6)[CH:32]=5)=[N:24][N:25]5[CH:30]=[CH:29][CH:28]=[CH:27][C:26]=45)[CH:19]=[CH:18][N:17]=3)[CH:12]=2)[CH2:7]1)=O.[Li+].[OH-]. The catalyst is CO. The product is [NH2:5][CH:6]1[CH2:14][C:13]2[C:8](=[CH:9][CH:10]=[C:11]([NH:15][C:16]3[N:21]=[C:20]([C:22]4[C:23]([C:31]5[CH:32]=[C:33]([NH:37][C:38](=[O:45])[CH2:39][C:40]6[S:41][CH:42]=[CH:43][CH:44]=6)[CH:34]=[CH:35][CH:36]=5)=[N:24][N:25]5[CH:30]=[CH:29][CH:28]=[CH:27][C:26]=45)[CH:19]=[CH:18][N:17]=3)[CH:12]=2)[CH2:7]1. The yield is 0.770. (4) The reactants are [Br:1][C:2]1[CH:11]=[C:10]2[C:5]([C:6]([CH:16]=[O:17])=[CH:7][C:8](=[O:15])[N:9]2[CH:12]2[CH2:14][CH2:13]2)=[CH:4][CH:3]=1.[BH4-].[Na+]. The catalyst is CO. The product is [Br:1][C:2]1[CH:11]=[C:10]2[C:5]([C:6]([CH2:16][OH:17])=[CH:7][C:8](=[O:15])[N:9]2[CH:12]2[CH2:14][CH2:13]2)=[CH:4][CH:3]=1. The yield is 0.690. (5) The yield is 0.919. The reactants are CN(C(ON1N=NC2C=CC=NC1=2)=[N+](C)C)C.F[P-](F)(F)(F)(F)F.CCN(C(C)C)C(C)C.[CH2:34]([N:41]1[C:45]([C:46]([F:49])([F:48])[F:47])=[C:44]([CH3:50])[C:43]([Br:51])=[C:42]1[C:52](O)=[O:53])[C:35]1[CH:40]=[CH:39][CH:38]=[CH:37][CH:36]=1.[CH2:55]([NH2:60])[C:56]([CH3:59])([CH3:58])[CH3:57]. The product is [CH2:34]([N:41]1[C:45]([C:46]([F:49])([F:48])[F:47])=[C:44]([CH3:50])[C:43]([Br:51])=[C:42]1[C:52]([NH:60][CH2:55][C:56]([CH3:59])([CH3:58])[CH3:57])=[O:53])[C:35]1[CH:36]=[CH:37][CH:38]=[CH:39][CH:40]=1. The catalyst is CN(C=O)C.CCOC(C)=O.O. (6) The reactants are Cl[C:2]1[CH:7]=[CH:6][NH:5][C:4](=[O:8])[C:3]=1[C:9]1[NH:29][C:12]2=[CH:13][C:14]3[C:15](=[O:28])[N:16]([CH:21]4[CH2:26][CH2:25][N:24]([CH3:27])[CH2:23][CH2:22]4)[C:17](=[O:20])[C:18]=3[CH:19]=[C:11]2[N:10]=1.[F:30][C:31]1[CH:36]=[CH:35][C:34]([F:37])=[CH:33][C:32]=1[CH2:38][CH:39]([NH2:41])[CH3:40].C(N(CC)C(C)C)(C)C. The catalyst is C(O)CCC. The product is [F:30][C:31]1[CH:36]=[CH:35][C:34]([F:37])=[CH:33][C:32]=1[CH2:38][CH:39]([NH:41][C:2]1[CH:7]=[CH:6][NH:5][C:4](=[O:8])[C:3]=1[C:9]1[NH:29][C:12]2=[CH:13][C:14]3[C:15](=[O:28])[N:16]([CH:21]4[CH2:26][CH2:25][N:24]([CH3:27])[CH2:23][CH2:22]4)[C:17](=[O:20])[C:18]=3[CH:19]=[C:11]2[N:10]=1)[CH3:40]. The yield is 0.838. (7) The reactants are [CH2:1]([O:8][C:9]1[CH:10]=[C:11]([CH2:25][C:26](O)=[O:27])[CH:12]=[C:13]([C:15]2[CH:20]=[CH:19][C:18]([C:21]([F:24])([F:23])[F:22])=[CH:17][CH:16]=2)[CH:14]=1)[C:2]1[CH:7]=[CH:6][CH:5]=[CH:4][CH:3]=1.CN1CCOCC1.CC(C)(C)C(Cl)=O.[CH2:43]([C@@H:50]1[CH2:54][O:53][C:52](=[O:55])[NH:51]1)[C:44]1[CH:49]=[CH:48][CH:47]=[CH:46][CH:45]=1.[Li]CCCC. The catalyst is C1COCC1. The product is [CH2:43]([CH:50]1[CH2:54][O:53][C:52](=[O:55])[N:51]1[C:26](=[O:27])[CH2:25][C:11]1[CH:12]=[C:13]([C:15]2[CH:20]=[CH:19][C:18]([C:21]([F:23])([F:22])[F:24])=[CH:17][CH:16]=2)[CH:14]=[C:9]([O:8][CH2:1][C:2]2[CH:7]=[CH:6][CH:5]=[CH:4][CH:3]=2)[CH:10]=1)[C:44]1[CH:45]=[CH:46][CH:47]=[CH:48][CH:49]=1. The yield is 0.720. (8) The reactants are [N:1]1[CH:6]=[CH:5][CH:4]=[CH:3][C:2]=1[N:7]1[CH2:12][CH2:11][NH:10][CH2:9][CH2:8]1.[F:13][C:14]([F:27])([F:26])[C:15]1[CH:20]=[CH:19][C:18]([NH:21][C:22](=[O:25])[CH2:23]Cl)=[CH:17][CH:16]=1.C(=O)([O-])[O-].[Na+].[Na+]. The catalyst is CN(C)C=O.O. The product is [N:1]1[CH:6]=[CH:5][CH:4]=[CH:3][C:2]=1[N:7]1[CH2:8][CH2:9][N:10]([CH2:23][C:22]([NH:21][C:18]2[CH:19]=[CH:20][C:15]([C:14]([F:13])([F:26])[F:27])=[CH:16][CH:17]=2)=[O:25])[CH2:11][CH2:12]1. The yield is 0.370. (9) The reactants are [OH-].[K+].[CH3:3][O:4][C:5](=[O:31])[CH:6]([NH:15][C:16]1[CH:21]=[CH:20][CH:19]=[CH:18][C:17]=1[C:22](=[O:30])[C:23]1[CH:28]=[CH:27][C:26]([CH3:29])=[CH:25][CH:24]=1)[CH2:7][C:8]1[CH:13]=[CH:12][C:11]([OH:14])=[CH:10][CH:9]=1.[Br:32][CH2:33][CH2:34]Br. The catalyst is C(O)C. The product is [CH3:3][O:4][C:5](=[O:31])[CH:6]([NH:15][C:16]1[CH:21]=[CH:20][CH:19]=[CH:18][C:17]=1[C:22](=[O:30])[C:23]1[CH:28]=[CH:27][C:26]([CH3:29])=[CH:25][CH:24]=1)[CH2:7][C:8]1[CH:9]=[CH:10][C:11]([O:14][CH2:34][CH2:33][Br:32])=[CH:12][CH:13]=1. The yield is 0.530. (10) The reactants are [CH3:1][CH:2]1[C:14]2[C:13]3[C:8](=[CH:9][CH:10]=[C:11]([C:15]([OH:17])=[O:16])[CH:12]=3)[NH:7][C:6]=2[C:5](=[O:18])[NH:4][CH2:3]1.C(C1C(=O)C(Cl)=C(Cl)C(=O)C=1C#N)#N. The catalyst is O1CCOCC1.O. The product is [CH3:1][C:2]1[C:14]2[C:13]3[C:8](=[CH:9][CH:10]=[C:11]([C:15]([OH:17])=[O:16])[CH:12]=3)[NH:7][C:6]=2[C:5](=[O:18])[NH:4][CH:3]=1. The yield is 0.760.